From a dataset of Catalyst prediction with 721,799 reactions and 888 catalyst types from USPTO. Predict which catalyst facilitates the given reaction. (1) Reactant: [F:1][C:2]1[CH:3]=[C:4]([C@@H:9]2[CH2:13][N:12]([C@@H:14]([CH2:19][O:20][CH3:21])[C:15]([F:18])([F:17])[F:16])[CH2:11][C@H:10]2[NH:22]C(=O)OC(C)(C)C)[CH:5]=[CH:6][C:7]=1[F:8].[ClH:30]. Product: [ClH:30].[ClH:30].[F:1][C:2]1[CH:3]=[C:4]([C@@H:9]2[CH2:13][N:12]([C@@H:14]([CH2:19][O:20][CH3:21])[C:15]([F:16])([F:17])[F:18])[CH2:11][C@H:10]2[NH2:22])[CH:5]=[CH:6][C:7]=1[F:8]. The catalyst class is: 2. (2) Reactant: [Cl:1][C:2]1[CH:3]=[C:4]([CH:10]=[CH:11][C:12]=1[F:13])[CH:5]=[CH:6][C:7]([OH:9])=[O:8].[OH:14][CH2:15][CH2:16][CH2:17][N:18]1[CH2:23][CH2:22][NH:21][C@@H:20]([CH3:24])[C:19]1=[O:25].C(N(CC)C(C)C)(C)C.ON1C2C=CC=CC=2N=N1.[ClH:45].C(N=C=NCCCN(C)C)C. Product: [CH2:2]([Cl:1])[Cl:45].[CH3:7][OH:8].[NH4+:18].[OH-:14].[Cl:1][C:2]1[CH:3]=[C:4](/[CH:5]=[CH:6]/[C:7]([N:21]2[CH2:22][CH2:23][N:18]([CH2:17][CH2:16][CH2:15][OH:14])[C:19](=[O:25])[C@@H:20]2[CH3:24])=[O:9])[CH:10]=[CH:11][C:12]=1[F:13]. The catalyst class is: 9. (3) Reactant: C(C1C=CC(OCC(O)=O)=CC=1)CC.[CH2:15]([C:19]1[CH:33]=[CH:32][C:22]([O:23][CH2:24][C:25]([O:27]C(C)(C)C)=[O:26])=[CH:21][CH:20]=1)[CH:16]([CH3:18])[CH3:17]. Product: [CH2:15]([C:19]1[CH:33]=[CH:32][C:22]([O:23][CH2:24][C:25]([OH:27])=[O:26])=[CH:21][CH:20]=1)[CH:16]([CH3:18])[CH3:17]. The catalyst class is: 281. (4) Product: [F:10][C:11]1[CH:18]=[CH:17][CH:16]=[CH:15][C:12]=1[CH:13]1[C:2]([C:1]([O:7][CH2:8][CH3:9])=[O:6])=[C:3]([CH3:5])[NH:19][C:3]([CH3:5])=[C:2]1[C:1]([O:7][CH2:8][CH3:9])=[O:20]. Reactant: [C:1]([O:7][CH2:8][CH3:9])(=[O:6])[CH2:2][C:3]([CH3:5])=O.[F:10][C:11]1[CH:18]=[CH:17][CH:16]=[CH:15][C:12]=1[CH:13]=O.[NH4+:19].[OH-:20]. The catalyst class is: 14. (5) Reactant: Br[CH2:2][C:3]1[C:26]([Cl:27])=[CH:25][C:6]2[C:7]([N:10]([C:18]([O:20][C:21]([CH3:24])([CH3:23])[CH3:22])=[O:19])[C:11](=[O:17])[O:12][C:13]([CH3:16])([CH3:15])[CH3:14])=[N:8][O:9][C:5]=2[CH:4]=1.[Cl:28][C:29]1[CH:30]=[C:31]([OH:40])[CH:32]=[CH:33][C:34]=1[O:35][C:36]([F:39])([F:38])[F:37].C(=O)([O-])[O-].[K+].[K+]. Product: [C:21]([O:20][C:18]([N:10]([C:7]1[C:6]2[CH:25]=[C:26]([Cl:27])[C:3]([CH2:2][O:40][C:31]3[CH:32]=[CH:33][C:34]([O:35][C:36]([F:37])([F:38])[F:39])=[C:29]([Cl:28])[CH:30]=3)=[CH:4][C:5]=2[O:9][N:8]=1)[C:11](=[O:17])[O:12][C:13]([CH3:16])([CH3:15])[CH3:14])=[O:19])([CH3:23])([CH3:22])[CH3:24]. The catalyst class is: 18.